From a dataset of Forward reaction prediction with 1.9M reactions from USPTO patents (1976-2016). Predict the product of the given reaction. (1) The product is: [Br:28][C:29]1[CH:34]=[CH:33][C:32]([CH:6]2[C:5](=[O:9])[CH:4]([CH3:10])[O:3][C:2]([CH3:11])([CH3:1])[C:7]2=[O:8])=[C:31]([CH2:36][CH3:37])[CH:30]=1. Given the reactants [CH3:1][C:2]1([CH3:11])[C:7](=[O:8])[CH2:6][C:5](=[O:9])[CH:4]([CH3:10])[O:3]1.C(Cl)(Cl)Cl.C([O-])(=O)C.C([O-])(=O)C.C([O-])(=O)C.[Br:28][C:29]1[CH:34]=[CH:33][C:32]([Pb+3])=[C:31]([CH2:36][CH3:37])[CH:30]=1.Cl, predict the reaction product. (2) Given the reactants [CH3:1][N:2]1[CH:7]([CH2:8][CH2:9][C:10]2[CH:15]=[CH:14][CH:13]=[CH:12][CH:11]=2)[CH:6]=[C:5]([CH3:16])[CH2:4][CH2:3]1.CN1CC=C(C)CC1CCC1C=CC=CC=1.[OH-].[Na+], predict the reaction product. The product is: [CH3:16][C:5]12[CH2:6][CH:7]([N:2]([CH3:1])[CH2:3][CH2:4]1)[CH2:8][CH2:9][C:10]1[C:11]2=[CH:12][CH:13]=[CH:14][CH:15]=1. (3) Given the reactants Br[C:2]1[S:3][C:4]2[CH:10]=[CH:9][CH:8]=[CH:7][C:5]=2[N:6]=1.[C:11]([O:15][C:16](=[O:21])[NH:17][CH2:18][CH2:19][NH2:20])([CH3:14])([CH3:13])[CH3:12], predict the reaction product. The product is: [S:3]1[C:4]2[CH:10]=[CH:9][CH:8]=[CH:7][C:5]=2[N:6]=[C:2]1[NH:20][CH2:19][CH2:18][NH:17][C:16](=[O:21])[O:15][C:11]([CH3:13])([CH3:12])[CH3:14]. (4) Given the reactants C([O:8][C:9]1[C:14]([O:15]CC2C=CC=CC=2)=[C:13]([C:23]([NH:25][CH2:26][C:27]2[CH:32]=[CH:31][C:30]([F:33])=[CH:29][CH:28]=2)=[O:24])[N:12]=[C:11]([C:34]([O:36][CH3:37])=[O:35])[CH:10]=1)C1C=CC=CC=1, predict the reaction product. The product is: [F:33][C:30]1[CH:31]=[CH:32][C:27]([CH2:26][NH:25][C:23]([C:13]2[N:12]=[C:11]([C:34]([O:36][CH3:37])=[O:35])[CH:10]=[C:9]([OH:8])[C:14]=2[OH:15])=[O:24])=[CH:28][CH:29]=1. (5) Given the reactants [Br:1][C:2]1[CH:7]=[CH:6][C:5]([N:8]2[CH:12]=[CH:11][N:10]=[CH:9]2)=[C:4]([N+:13]([O-])=O)[CH:3]=1.[Sn](Cl)(Cl)(Cl)Cl, predict the reaction product. The product is: [Br:1][C:2]1[CH:7]=[CH:6][C:5]([N:8]2[CH:12]=[CH:11][N:10]=[CH:9]2)=[C:4]([NH2:13])[CH:3]=1.